The task is: Predict the reactants needed to synthesize the given product.. This data is from Full USPTO retrosynthesis dataset with 1.9M reactions from patents (1976-2016). (1) Given the product [N+:11]([C:7]1[CH:6]=[C:5]([C:3]2[N:15]=[C:14]([N:17]3[CH2:22][CH2:21][CH:20]([C:23]([O:25][CH2:26][CH3:27])=[O:24])[CH2:19][CH2:18]3)[S:16][CH:2]=2)[CH:10]=[CH:9][CH:8]=1)([O-:13])=[O:12], predict the reactants needed to synthesize it. The reactants are: Br[CH2:2][C:3]([C:5]1[CH:10]=[CH:9][CH:8]=[C:7]([N+:11]([O-:13])=[O:12])[CH:6]=1)=O.[C:14]([N:17]1[CH2:22][CH2:21][CH:20]([C:23]([O:25][CH2:26][CH3:27])=[O:24])[CH2:19][CH2:18]1)(=[S:16])[NH2:15]. (2) Given the product [F:37][C:33]1[CH:32]=[C:31]([C:30]#[C:29][CH2:28][N:23]2[CH:24]=[C:20]([C:7]3[N:8]([CH2:12][O:13][CH2:14][CH2:15][Si:16]([CH3:19])([CH3:17])[CH3:18])[C:9]4[C:10](=[O:11])[N:2]([CH3:1])[C:3](=[O:26])[N:4]([CH3:25])[C:5]=4[N:6]=3)[CH:21]=[N:22]2)[CH:36]=[CH:35][CH:34]=1, predict the reactants needed to synthesize it. The reactants are: [CH3:1][N:2]1[C:10](=[O:11])[C:9]2[N:8]([CH2:12][O:13][CH2:14][CH2:15][Si:16]([CH3:19])([CH3:18])[CH3:17])[C:7]([C:20]3[CH:21]=[N:22][NH:23][CH:24]=3)=[N:6][C:5]=2[N:4]([CH3:25])[C:3]1=[O:26].Br[CH2:28][C:29]#[C:30][C:31]1[CH:36]=[CH:35][CH:34]=[C:33]([F:37])[CH:32]=1.C([O-])([O-])=O.[K+].[K+]. (3) Given the product [OH:7][C@H:5]([CH3:6])[C@@H:4]([CH3:3])[O:8][C:15]1[N:16]=[C:17]([C:19]2[CH:24]=[CH:23][C:22]([Cl:25])=[C:21]([Cl:26])[CH:20]=2)[C:18]2[C:10]([NH2:9])=[C:11]([C:30]([NH2:32])=[O:31])[S:12][C:13]=2[N:14]=1, predict the reactants needed to synthesize it. The reactants are: [H-].[Na+].[CH3:3][C@@H:4]([OH:8])[C@H:5]([OH:7])[CH3:6].[NH2:9][C:10]1[C:18]2[C:17]([C:19]3[CH:24]=[CH:23][C:22]([Cl:25])=[C:21]([Cl:26])[CH:20]=3)=[N:16][C:15](S(C)=O)=[N:14][C:13]=2[S:12][C:11]=1[C:30]([NH2:32])=[O:31]. (4) The reactants are: Cl[C:2]1[CH:7]=[N:6][CH:5]=[C:4]([O:8][CH2:9][C:10]2[S:11][CH:12]=[CH:13][C:14]=2[N:15]2[CH:19]=[CH:18][CH:17]=[CH:16]2)[N:3]=1.[NH:20]1[CH2:25][CH2:24][NH:23][CH2:22][CH2:21]1.C([O-])([O-])=O.[K+].[K+]. Given the product [N:20]1([C:2]2[CH:7]=[N:6][CH:5]=[C:4]([O:8][CH2:9][C:10]3[S:11][CH:12]=[CH:13][C:14]=3[N:15]3[CH:19]=[CH:18][CH:17]=[CH:16]3)[N:3]=2)[CH2:25][CH2:24][NH:23][CH2:22][CH2:21]1, predict the reactants needed to synthesize it. (5) The reactants are: [C:1]([C:3]1[CH:4]=[CH:5][C:6]2[C:7]3[C:8](=[C:21]([NH:32][CH:33]4[CH2:38][CH2:37][N:36]([S:39]([NH2:42])(=[O:41])=[O:40])[CH2:35][CH2:34]4)[N:22](COCC[Si](C)(C)C)[N:23]=3)[N:9]=[C:10]([C:13]3[C:18]([F:19])=[CH:17][CH:16]=[CH:15][C:14]=3[F:20])[C:11]=2[CH:12]=1)#[N:2].S(=O)(=O)(O)[OH:44].N. Given the product [F:20][C:14]1[CH:15]=[CH:16][CH:17]=[C:18]([F:19])[C:13]=1[C:10]1[C:11]2[CH:12]=[C:3]([C:1]([NH2:2])=[O:44])[CH:4]=[CH:5][C:6]=2[C:7]2=[N:23][NH:22][C:21]([NH:32][CH:33]3[CH2:34][CH2:35][N:36]([S:39](=[O:41])(=[O:40])[NH2:42])[CH2:37][CH2:38]3)=[C:8]2[N:9]=1, predict the reactants needed to synthesize it. (6) Given the product [Cl:1][C:2]1[C:3]2[CH:10]=[CH:9][N:8]([S:23]([C:17]3[CH:22]=[CH:21][CH:20]=[CH:19][CH:18]=3)(=[O:25])=[O:24])[C:4]=2[N:5]=[CH:6][N:7]=1, predict the reactants needed to synthesize it. The reactants are: [Cl:1][C:2]1[C:3]2[CH:10]=[CH:9][NH:8][C:4]=2[N:5]=[CH:6][N:7]=1.CC(C)([O-])C.[K+].[C:17]1([S:23](Cl)(=[O:25])=[O:24])[CH:22]=[CH:21][CH:20]=[CH:19][CH:18]=1.O.